This data is from NCI-60 drug combinations with 297,098 pairs across 59 cell lines. The task is: Regression. Given two drug SMILES strings and cell line genomic features, predict the synergy score measuring deviation from expected non-interaction effect. (1) Synergy scores: CSS=11.9, Synergy_ZIP=-2.63, Synergy_Bliss=-0.666, Synergy_Loewe=-3.54, Synergy_HSA=-2.80. Drug 1: CCCS(=O)(=O)NC1=C(C(=C(C=C1)F)C(=O)C2=CNC3=C2C=C(C=N3)C4=CC=C(C=C4)Cl)F. Drug 2: C1CN(CCN1C(=O)CCBr)C(=O)CCBr. Cell line: HCT-15. (2) Drug 1: CC1C(C(CC(O1)OC2CC(CC3=C2C(=C4C(=C3O)C(=O)C5=C(C4=O)C(=CC=C5)OC)O)(C(=O)CO)O)N)O.Cl. Drug 2: C(CN)CNCCSP(=O)(O)O. Cell line: DU-145. Synergy scores: CSS=3.62, Synergy_ZIP=0.205, Synergy_Bliss=-2.48, Synergy_Loewe=-2.17, Synergy_HSA=-1.49. (3) Drug 1: CCCS(=O)(=O)NC1=C(C(=C(C=C1)F)C(=O)C2=CNC3=C2C=C(C=N3)C4=CC=C(C=C4)Cl)F. Drug 2: CC1=C(C(=O)C2=C(C1=O)N3CC4C(C3(C2COC(=O)N)OC)N4)N. Cell line: NCIH23. Synergy scores: CSS=24.7, Synergy_ZIP=-5.18, Synergy_Bliss=-8.37, Synergy_Loewe=-46.5, Synergy_HSA=-10.8. (4) Drug 1: CC1=C(C(=CC=C1)Cl)NC(=O)C2=CN=C(S2)NC3=CC(=NC(=N3)C)N4CCN(CC4)CCO. Drug 2: C1=NNC2=C1C(=O)NC=N2. Cell line: SK-OV-3. Synergy scores: CSS=8.06, Synergy_ZIP=-5.65, Synergy_Bliss=-3.78, Synergy_Loewe=-21.1, Synergy_HSA=-5.62. (5) Synergy scores: CSS=28.7, Synergy_ZIP=-0.506, Synergy_Bliss=-1.15, Synergy_Loewe=-2.31, Synergy_HSA=-2.74. Drug 2: CS(=O)(=O)OCCCCOS(=O)(=O)C. Drug 1: C1=NC2=C(N=C(N=C2N1C3C(C(C(O3)CO)O)F)Cl)N. Cell line: SR. (6) Drug 1: CC1=C2C(C(=O)C3(C(CC4C(C3C(C(C2(C)C)(CC1OC(=O)C(C(C5=CC=CC=C5)NC(=O)C6=CC=CC=C6)O)O)OC(=O)C7=CC=CC=C7)(CO4)OC(=O)C)O)C)OC(=O)C. Drug 2: CC1=C2C(C(=O)C3(C(CC4C(C3C(C(C2(C)C)(CC1OC(=O)C(C(C5=CC=CC=C5)NC(=O)OC(C)(C)C)O)O)OC(=O)C6=CC=CC=C6)(CO4)OC(=O)C)O)C)O. Cell line: UO-31. Synergy scores: CSS=3.08, Synergy_ZIP=-1.40, Synergy_Bliss=-1.70, Synergy_Loewe=1.51, Synergy_HSA=-0.132. (7) Drug 1: CC1=C(C(=CC=C1)Cl)NC(=O)C2=CN=C(S2)NC3=CC(=NC(=N3)C)N4CCN(CC4)CCO. Drug 2: C1C(C(OC1N2C=NC3=C2NC=NCC3O)CO)O. Cell line: IGROV1. Synergy scores: CSS=1.24, Synergy_ZIP=-0.653, Synergy_Bliss=-0.658, Synergy_Loewe=-2.29, Synergy_HSA=-0.326. (8) Drug 1: C1=NC2=C(N=C(N=C2N1C3C(C(C(O3)CO)O)O)F)N. Drug 2: COC1=C2C(=CC3=C1OC=C3)C=CC(=O)O2. Cell line: LOX IMVI. Synergy scores: CSS=-6.87, Synergy_ZIP=3.90, Synergy_Bliss=0.941, Synergy_Loewe=-10.5, Synergy_HSA=-7.44.